Predict the product of the given reaction. From a dataset of Forward reaction prediction with 1.9M reactions from USPTO patents (1976-2016). (1) Given the reactants Cl[C:2]1[N:7]=[C:6]([N:8]([CH3:24])[C:9]2[CH:14]=[CH:13][N:12]=[C:11]([NH:15][CH2:16][CH2:17][C:18]3[CH:19]=[N:20][CH:21]=[CH:22][CH:23]=3)[N:10]=2)[CH:5]=[CH:4][N:3]=1.[CH3:25][O:26][C:27]1[CH:32]=[CH:31][CH:30]=[CH:29][C:28]=1B(O)O.C([O-])([O-])=O.[Na+].[Na+], predict the reaction product. The product is: [CH3:25][O:26][C:27]1[CH:32]=[CH:31][CH:30]=[CH:29][C:28]=1[C:2]1[N:7]=[C:6]([N:8]([CH3:24])[C:9]2[CH:14]=[CH:13][N:12]=[C:11]([NH:15][CH2:16][CH2:17][C:18]3[CH:19]=[N:20][CH:21]=[CH:22][CH:23]=3)[N:10]=2)[CH:5]=[CH:4][N:3]=1. (2) Given the reactants [O:1]=[C:2]1[CH:7]=[C:6]([CH2:8][CH2:9][C:10]2[CH:15]=[CH:14][CH:13]=[CH:12][CH:11]=2)[CH:5]=[CH:4][N:3]1[C:16]1[CH:17]=[C:18]2[C:22](=[CH:23][CH:24]=1)[N:21]([CH2:25][CH2:26][N:27]1[CH2:32][CH2:31][N:30](C(OC(C)(C)C)=O)[CH2:29][CH2:28]1)[N:20]=[CH:19]2.[ClH:40].C(Cl)[Cl:42], predict the reaction product. The product is: [ClH:42].[ClH:40].[CH2:8]([C:6]1[CH:5]=[CH:4][N:3]([C:16]2[CH:17]=[C:18]3[C:22](=[CH:23][CH:24]=2)[N:21]([CH2:25][CH2:26][N:27]2[CH2:32][CH2:31][NH:30][CH2:29][CH2:28]2)[N:20]=[CH:19]3)[C:2](=[O:1])[CH:7]=1)[CH2:9][C:10]1[CH:15]=[CH:14][CH:13]=[CH:12][CH:11]=1. (3) Given the reactants [C:1](Cl)(=[O:3])[CH3:2].[Br:5][C:6]1[CH:7]=[C:8]([C:20]([CH3:23])([CH3:22])[CH3:21])[C:9]([O:18][CH3:19])=[C:10]([N:12]2[CH2:17][CH2:16][NH:15][CH2:14][CH2:13]2)[CH:11]=1.C(N(CC)CC)C, predict the reaction product. The product is: [Br:5][C:6]1[CH:7]=[C:8]([C:20]([CH3:23])([CH3:22])[CH3:21])[C:9]([O:18][CH3:19])=[C:10]([N:12]2[CH2:13][CH2:14][N:15]([C:1](=[O:3])[CH3:2])[CH2:16][CH2:17]2)[CH:11]=1. (4) Given the reactants Br[CH2:2][C:3](=O)[CH2:4][C@@H:5]1[CH2:10][CH2:9][CH2:8][CH2:7][N:6]1C(OC(C)(C)C)=O.[CH3:19][C:20]1[C:21]([NH2:27])=[N:22][CH:23]=[N:24][C:25]=1[CH3:26], predict the reaction product. The product is: [CH3:26][C:25]1[N:24]=[CH:23][N:22]2[CH:2]=[C:3]([CH2:4][C@@H:5]3[CH2:10][CH2:9][CH2:8][CH2:7][NH:6]3)[N:27]=[C:21]2[C:20]=1[CH3:19]. (5) Given the reactants Cl[C:2]1[N:10]=[C:9]([C:11]#[N:12])[N:8]=[C:7]2[C:3]=1[N:4]([CH2:13][C@H:14]1[CH2:19][CH2:18][C@H:17]([CH3:20])[CH2:16][CH2:15]1)[CH:5]=[N:6]2.[Cl:21][C:22]1[C:27]([F:28])=[C:26](B(O)O)[CH:25]=[CH:24][N:23]=1.C([O-])([O-])=O.[K+].[K+].O1CCOCC1, predict the reaction product. The product is: [Cl:21][C:22]1[C:27]([F:28])=[C:26]([C:2]2[N:10]=[C:9]([C:11]#[N:12])[N:8]=[C:7]3[C:3]=2[N:4]([CH2:13][C@H:14]2[CH2:19][CH2:18][C@H:17]([CH3:20])[CH2:16][CH2:15]2)[CH:5]=[N:6]3)[CH:25]=[CH:24][N:23]=1.